This data is from Forward reaction prediction with 1.9M reactions from USPTO patents (1976-2016). The task is: Predict the product of the given reaction. (1) Given the reactants Br[C:2]1[C:3]([CH3:8])=[N:4][CH:5]=[CH:6][CH:7]=1.C([O-])(=O)C.[K+].[B:14]1([B:14]2[O:18][C:17]([CH3:20])([CH3:19])[C:16]([CH3:22])([CH3:21])[O:15]2)[O:18][C:17]([CH3:20])([CH3:19])[C:16]([CH3:22])([CH3:21])[O:15]1, predict the reaction product. The product is: [CH3:8][C:3]1[C:2]([B:14]2[O:18][C:17]([CH3:20])([CH3:19])[C:16]([CH3:22])([CH3:21])[O:15]2)=[CH:7][CH:6]=[CH:5][N:4]=1. (2) Given the reactants C([O:9][C:10]1[CH:15]=[CH:14][C:13]([C:16]2[CH:21]=[CH:20][C:19](O)=[CH:18][CH:17]=2)=[CH:12][CH:11]=1)(=O)C1C=CC=CC=1.[CH2:23]([O:30][CH2:31][CH:32]([OH:42])[CH2:33][O:34][CH2:35][C:36]1[CH:41]=[CH:40][CH:39]=[CH:38][CH:37]=1)[C:24]1[CH:29]=[CH:28][CH:27]=[CH:26][CH:25]=1.C1(P(C2C=CC=CC=2)C2C=CC=CC=2)C=CC=CC=1.CC(OC(/N=N/C(OC(C)C)=O)=O)C, predict the reaction product. The product is: [CH2:35]([O:34][CH2:33][CH:32]([CH2:31][O:30][CH2:23][C:24]1[CH:25]=[CH:26][CH:27]=[CH:28][CH:29]=1)[O:42][C:19]1[CH:18]=[CH:17][C:16]([C:13]2[CH:12]=[CH:11][C:10]([OH:9])=[CH:15][CH:14]=2)=[CH:21][CH:20]=1)[C:36]1[CH:41]=[CH:40][CH:39]=[CH:38][CH:37]=1.